This data is from Reaction yield outcomes from USPTO patents with 853,638 reactions. The task is: Predict the reaction yield, written as a fraction of the theoretical maximum amount of product (1.0 means a 100% yield; for example, 0.34 means a 34% yield). (1) The reactants are [N+:1]([C:4]1[CH:5]=[CH:6][C:7]([O:10][CH2:11][C:12]([F:15])([F:14])[F:13])=[N:8][CH:9]=1)([O-])=O.[H][H]. The catalyst is CO.[Pd]. The product is [F:15][C:12]([F:13])([F:14])[CH2:11][O:10][C:7]1[N:8]=[CH:9][C:4]([NH2:1])=[CH:5][CH:6]=1. The yield is 0.910. (2) The reactants are Cl[C:2]1[C:11]2[C:6](=[CH:7][C:8]([O:12][CH3:13])=[CH:9][CH:10]=2)[N:5]=[CH:4][N:3]=1.[NH2:14][C:15]1[CH:16]=[C:17]([NH:22][C:23](=[O:36])[C:24]2[CH:29]=[C:28]([F:30])[CH:27]=[C:26]([C:31]([C:34]#[N:35])([CH3:33])[CH3:32])[CH:25]=2)[CH:18]=[CH:19][C:20]=1[CH3:21]. The catalyst is C(O)(C)C. The product is [C:34]([C:31]([CH3:33])([CH3:32])[C:26]1[CH:25]=[C:24]([CH:29]=[C:28]([F:30])[CH:27]=1)[C:23]([NH:22][C:17]1[CH:18]=[CH:19][C:20]([CH3:21])=[C:15]([NH:14][C:2]2[C:11]3[C:6](=[CH:7][C:8]([O:12][CH3:13])=[CH:9][CH:10]=3)[N:5]=[CH:4][N:3]=2)[CH:16]=1)=[O:36])#[N:35]. The yield is 0.810. (3) The reactants are [Cl:1][C:2]1[CH:9]=[C:8]([OH:10])[C:7]([Cl:11])=[CH:6][C:3]=1[C:4]#[N:5].[H-].[Na+].[CH3:14]I. The catalyst is CN(C=O)C. The product is [Cl:1][C:2]1[CH:9]=[C:8]([O:10][CH3:14])[C:7]([Cl:11])=[CH:6][C:3]=1[C:4]#[N:5]. The yield is 0.540. (4) The reactants are [NH2:1][C:2]1[CH:3]=[C:4]([CH:8]=[CH:9][CH:10]=1)[C:5]([NH2:7])=[O:6].[CH3:11][O:12][C:13]1[CH:14]=[C:15](B(O)O)[CH:16]=[CH:17][C:18]=1[O:19][CH3:20].O.[C:25]([OH:29])(=[O:28])[CH:26]=O. The catalyst is C(#N)C.CN(C=O)C. The product is [C:5]([C:4]1[CH:3]=[C:2]([NH:1][CH:26]([C:15]2[CH:16]=[CH:17][C:18]([O:19][CH3:20])=[C:13]([O:12][CH3:11])[CH:14]=2)[C:25]([OH:29])=[O:28])[CH:10]=[CH:9][CH:8]=1)(=[O:6])[NH2:7]. The yield is 0.780. (5) The product is [Br:1][C:2]1[CH:3]=[C:4]([S:9]([N:13]2[C:21]3[C:16](=[CH:17][CH:18]=[CH:19][CH:20]=3)[CH2:15][CH2:14]2)(=[O:11])=[O:10])[CH:5]=[CH:6][C:7]=1[F:8]. The yield is 0.670. The catalyst is O1CCCC1. The reactants are [Br:1][C:2]1[CH:3]=[C:4]([S:9](Cl)(=[O:11])=[O:10])[CH:5]=[CH:6][C:7]=1[F:8].[NH:13]1[C:21]2[C:16](=[CH:17][CH:18]=[CH:19][CH:20]=2)[CH2:15][CH2:14]1.C(N(CC)C(C)C)(C)C. (6) The reactants are [C:1]([O:5][C:6]([N:8]1[CH2:13][CH2:12][CH:11]([C:14]([C:18]2[S:19][CH:20]=[CH:21][C:22]=2Br)=[N:15][NH:16][CH3:17])[CH2:10][CH2:9]1)=[O:7])([CH3:4])([CH3:3])[CH3:2]. The catalyst is COC(O)C. The product is [C:1]([O:5][C:6]([N:8]1[CH2:13][CH2:12][CH:11]([C:14]2[C:18]3[S:19][CH:20]=[CH:21][C:22]=3[N:16]([CH3:17])[N:15]=2)[CH2:10][CH2:9]1)=[O:7])([CH3:4])([CH3:3])[CH3:2]. The yield is 0.680. (7) The reactants are [N+:1]([C:4]1[CH:9]=[CH:8][CH:7]=[CH:6][C:5]=1[OH:10])([O-:3])=[O:2].C([O-])([O-])=O.[K+].[K+].Br[CH2:18][CH:19]1[CH2:21][CH2:20]1.Cl. The catalyst is CC#N.CCOC(C)=O. The product is [CH:19]1([CH2:18][O:10][C:5]2[CH:6]=[CH:7][CH:8]=[CH:9][C:4]=2[N+:1]([O-:3])=[O:2])[CH2:21][CH2:20]1. The yield is 0.970. (8) The reactants are [CH3:1][C:2]1([CH3:9])[CH2:7][CH2:6][CH2:5][CH2:4][C:3]1=[O:8].[Li+].CC([N-]C(C)C)C.C1C=CC(N([S:25]([C:28]([F:31])([F:30])[F:29])(=[O:27])=[O:26])[S:25]([C:28]([F:31])([F:30])[F:29])(=[O:27])=[O:26])=CC=1. The catalyst is C1COCC1. The product is [F:29][C:28]([F:31])([F:30])[S:25]([O:8][C:3]1[C:2]([CH3:9])([CH3:1])[CH2:7][CH2:6][CH2:5][CH:4]=1)(=[O:27])=[O:26]. The yield is 1.00. (9) The reactants are [Cl:1][C:2]1[CH:7]=[CH:6][C:5]([Cl:8])=[CH:4][C:3]=1[C@H:9]([NH:11][C:12]1[C:17]([N+:18]([O-])=O)=[CH:16][N:15]=[C:14]([NH:21][CH2:22][C@@H:23]2[CH2:27][CH2:26][N:25]([C:28]([O:30][C:31]([CH3:34])([CH3:33])[CH3:32])=[O:29])[CH2:24]2)[N:13]=1)[CH3:10]. The catalyst is CO.[Pt]. The product is [NH2:18][C:17]1[C:12]([NH:11][C@@H:9]([C:3]2[CH:4]=[C:5]([Cl:8])[CH:6]=[CH:7][C:2]=2[Cl:1])[CH3:10])=[N:13][C:14]([NH:21][CH2:22][C@@H:23]2[CH2:27][CH2:26][N:25]([C:28]([O:30][C:31]([CH3:32])([CH3:33])[CH3:34])=[O:29])[CH2:24]2)=[N:15][CH:16]=1. The yield is 0.870. (10) The reactants are [O:1]([C:8]1[CH:13]=[CH:12][C:11]([C:14]2[C:19]([C:20]([NH2:22])=[O:21])=[CH:18][N:17]=[C:16]([CH:23]3[CH2:27][CH2:26][NH:25][CH2:24]3)[N:15]=2)=[CH:10][CH:9]=1)[C:2]1[CH:7]=[CH:6][CH:5]=[CH:4][CH:3]=1.[C:28](Cl)(=[O:31])[CH:29]=[CH2:30]. The catalyst is C(Cl)Cl. The product is [C:28]([N:25]1[CH2:26][CH2:27][CH:23]([C:16]2[N:15]=[C:14]([C:11]3[CH:12]=[CH:13][C:8]([O:1][C:2]4[CH:7]=[CH:6][CH:5]=[CH:4][CH:3]=4)=[CH:9][CH:10]=3)[C:19]([C:20]([NH2:22])=[O:21])=[CH:18][N:17]=2)[CH2:24]1)(=[O:31])[CH:29]=[CH2:30]. The yield is 0.250.